This data is from NCI-60 drug combinations with 297,098 pairs across 59 cell lines. The task is: Regression. Given two drug SMILES strings and cell line genomic features, predict the synergy score measuring deviation from expected non-interaction effect. Drug 1: C1C(C(OC1N2C=C(C(=O)NC2=O)F)CO)O. Drug 2: C1C(C(OC1N2C=NC3=C(N=C(N=C32)Cl)N)CO)O. Cell line: NCIH23. Synergy scores: CSS=35.8, Synergy_ZIP=-4.40, Synergy_Bliss=0.897, Synergy_Loewe=-9.86, Synergy_HSA=3.31.